This data is from NCI-60 drug combinations with 297,098 pairs across 59 cell lines. The task is: Regression. Given two drug SMILES strings and cell line genomic features, predict the synergy score measuring deviation from expected non-interaction effect. Drug 1: CN(C)C1=NC(=NC(=N1)N(C)C)N(C)C. Drug 2: CCC1(CC2CC(C3=C(CCN(C2)C1)C4=CC=CC=C4N3)(C5=C(C=C6C(=C5)C78CCN9C7C(C=CC9)(C(C(C8N6C=O)(C(=O)OC)O)OC(=O)C)CC)OC)C(=O)OC)O.OS(=O)(=O)O. Cell line: MDA-MB-231. Synergy scores: CSS=15.1, Synergy_ZIP=3.84, Synergy_Bliss=9.22, Synergy_Loewe=-10.3, Synergy_HSA=3.82.